This data is from Catalyst prediction with 721,799 reactions and 888 catalyst types from USPTO. The task is: Predict which catalyst facilitates the given reaction. (1) Reactant: [C:1]1([CH:7]([C:21]2[CH:26]=[CH:25][CH:24]=[CH:23][CH:22]=2)[N:8]2[CH2:11][CH:10]([N:12]3[CH2:17][CH2:16][CH:15]([C:18](O)=[O:19])[CH2:14][CH2:13]3)[CH2:9]2)[CH:6]=[CH:5][CH:4]=[CH:3][CH:2]=1.[CH3:27][N:28](C(ON1N=NC2C=CC=CC1=2)=[N+](C)C)[CH3:29].[B-](F)(F)(F)F.CCN(C(C)C)C(C)C.CNC.C([O-])(O)=O.[Na+]. Product: [C:1]1([CH:7]([C:21]2[CH:22]=[CH:23][CH:24]=[CH:25][CH:26]=2)[N:8]2[CH2:11][CH:10]([N:12]3[CH2:17][CH2:16][CH:15]([C:18]([N:28]([CH3:29])[CH3:27])=[O:19])[CH2:14][CH2:13]3)[CH2:9]2)[CH:6]=[CH:5][CH:4]=[CH:3][CH:2]=1. The catalyst class is: 3. (2) Reactant: [CH3:1][N:2]1[C:10]2[C:9]([OH:11])=[N:8][CH:7]=[N:6][C:5]=2[CH:4]=[CH:3]1.Br[CH2:13][C:14]1[CH:19]=[CH:18][C:17]([N+:20]([O-:22])=[O:21])=[CH:16][CH:15]=1.C(=O)([O-])[O-].[K+].[K+].[I-].[Na+]. Product: [CH3:1][N:2]1[C:10]2[C:9]([O:11][CH2:13][C:14]3[CH:19]=[CH:18][C:17]([N+:20]([O-:22])=[O:21])=[CH:16][CH:15]=3)=[N:8][CH:7]=[N:6][C:5]=2[CH:4]=[CH:3]1. The catalyst class is: 145. (3) Reactant: C([O:8][C:9]1[CH:10]=[CH:11][C:12]([CH2:15][C@H:16]([C:34]([O:36][C:37]([CH3:40])([CH3:39])[CH3:38])=[O:35])[CH2:17][C@@H:18]([C:27]([O:29][C:30]([CH3:33])([CH3:32])[CH3:31])=[O:28])[NH:19][C:20]([O:22][C:23]([CH3:26])([CH3:25])[CH3:24])=[O:21])=[N:13][CH:14]=1)C1C=CC=CC=1. Product: [C:23]([O:22][C:20]([NH:19][C@H:18]([C:27]([O:29][C:30]([CH3:33])([CH3:32])[CH3:31])=[O:28])[CH2:17][C@H:16]([CH2:15][C:12]1[CH:11]=[CH:10][C:9]([OH:8])=[CH:14][N:13]=1)[C:34]([O:36][C:37]([CH3:39])([CH3:38])[CH3:40])=[O:35])=[O:21])([CH3:24])([CH3:25])[CH3:26]. The catalyst class is: 19. (4) Reactant: [N-:1]=[N+:2]=[N-:3].[Na+].[Cl-].[NH4+].[CH3:7][O:8][C:9]([C@@H:11]1[O:13][CH2:12]1)=[O:10]. Product: [N:1]([CH2:12][C@@H:11]([OH:13])[C:9]([O:8][CH3:7])=[O:10])=[N+:2]=[N-:3]. The catalyst class is: 24. (5) Reactant: [NH2:1][C:2]1[C:3]2[C:29]([CH3:36])([C:30]([NH:32][CH:33]3[CH2:35][CH2:34]3)=[O:31])[C:28](=[O:37])[NH:27][C:4]=2[N:5]=[C:6]([C:8]2[C:16]3[C:11](=[N:12][C:13](Cl)=[CH:14][CH:15]=3)[N:10]([CH2:18][CH2:19][C:20]([F:26])([F:25])[C:21]([F:24])([F:23])[F:22])[N:9]=2)[N:7]=1.[CH3:38][O-:39].[Na+].Cl. Product: [NH2:1][C:2]1[C:3]2[C:29]([CH3:36])([C:30]([NH:32][CH:33]3[CH2:35][CH2:34]3)=[O:31])[C:28](=[O:37])[NH:27][C:4]=2[N:5]=[C:6]([C:8]2[C:16]3[C:11](=[N:12][C:13]([O:39][CH3:38])=[CH:14][CH:15]=3)[N:10]([CH2:18][CH2:19][C:20]([F:26])([F:25])[C:21]([F:24])([F:23])[F:22])[N:9]=2)[N:7]=1. The catalyst class is: 5. (6) Reactant: [NH2:1][CH2:2][CH2:3][CH2:4][C:5]([OH:7])=[O:6].[OH-].[Na+].[C:10](Cl)(=[O:17])[C:11]1[CH:16]=[CH:15][CH:14]=[CH:13][CH:12]=1.Cl. Product: [C:10]([NH:1][CH2:2][CH2:3][CH2:4][C:5]([OH:7])=[O:6])(=[O:17])[C:11]1[CH:16]=[CH:15][CH:14]=[CH:13][CH:12]=1. The catalyst class is: 6. (7) Reactant: [OH:1]/[N:2]=[C:3](\Cl)/[C:4]1[CH:9]=[CH:8][CH:7]=[CH:6][CH:5]=1.CO[CH:13]=[CH:14][C:15](=[O:17])[CH3:16].C(N(CC)CC)C. Product: [C:4]1([C:3]2[C:14]([C:15](=[O:17])[CH3:16])=[CH:13][O:1][N:2]=2)[CH:9]=[CH:8][CH:7]=[CH:6][CH:5]=1. The catalyst class is: 4. (8) Reactant: Cl.Cl.[F:3][C:4]([F:41])([F:40])[C:5]1[CH:6]=[C:7]([N:15]([CH3:39])[C:16]([N:18]([C@@H:20]2[CH2:25][CH2:24][N:23]([CH:26]3[CH2:31][CH2:30][NH:29][CH2:28][CH2:27]3)[CH2:22][C@H:21]2[C:32]2[CH:37]=[CH:36][C:35]([F:38])=[CH:34][CH:33]=2)[CH3:19])=[O:17])[CH:8]=[C:9]([C:11]([F:14])([F:13])[F:12])[CH:10]=1.C(N(CC)CC)C.[C:49]([Cl:52])(=[O:51])[CH3:50]. Product: [ClH:52].[C:49]([N:29]1[CH2:30][CH2:31][CH:26]([N:23]2[CH2:24][CH2:25][C@@H:20]([N:18]([CH3:19])[C:16]([N:15]([C:7]3[CH:8]=[C:9]([C:11]([F:12])([F:13])[F:14])[CH:10]=[C:5]([C:4]([F:3])([F:40])[F:41])[CH:6]=3)[CH3:39])=[O:17])[C@H:21]([C:32]3[CH:37]=[CH:36][C:35]([F:38])=[CH:34][CH:33]=3)[CH2:22]2)[CH2:27][CH2:28]1)(=[O:51])[CH3:50]. The catalyst class is: 115.